This data is from Peptide-MHC class I binding affinity with 185,985 pairs from IEDB/IMGT. The task is: Regression. Given a peptide amino acid sequence and an MHC pseudo amino acid sequence, predict their binding affinity value. This is MHC class I binding data. (1) The peptide sequence is SQLAKRFSK. The MHC is HLA-A11:01 with pseudo-sequence HLA-A11:01. The binding affinity (normalized) is 0.639. (2) The peptide sequence is FLCSGCSTT. The MHC is H-2-Kd with pseudo-sequence H-2-Kd. The binding affinity (normalized) is 0.316.